This data is from Full USPTO retrosynthesis dataset with 1.9M reactions from patents (1976-2016). The task is: Predict the reactants needed to synthesize the given product. (1) Given the product [C:1]([C:5]1[CH:6]=[C:7]([NH:17][C:18]([NH:20][C@@H:21]2[C:30]3[C:25](=[CH:26][CH:27]=[CH:28][CH:29]=3)[C@H:24]([O:31][C:32]3[CH:33]=[CH:34][C:35]4[N:36]([C:38]([N:41]5[CH2:42][CH2:43][N:44]([CH2:47][CH2:48][OH:49])[CH2:45][CH2:46]5)=[N:39][N:40]=4)[CH:37]=3)[CH2:23][CH2:22]2)=[O:19])[N:8]([C:10]2[CH:11]=[CH:12][C:13]([CH3:16])=[CH:14][CH:15]=2)[N:9]=1)([CH3:4])([CH3:2])[CH3:3], predict the reactants needed to synthesize it. The reactants are: [C:1]([C:5]1[CH:6]=[C:7]([NH:17][C:18]([NH:20][C@@H:21]2[C:30]3[C:25](=[CH:26][CH:27]=[CH:28][CH:29]=3)[C@H:24]([O:31][C:32]3[CH:33]=[CH:34][C:35]4[N:36]([C:38]([N:41]5[CH2:46][CH2:45][N:44]([CH2:47][CH2:48][O:49][Si](C(C)C)(C(C)C)C(C)C)[CH2:43][CH2:42]5)=[N:39][N:40]=4)[CH:37]=3)[CH2:23][CH2:22]2)=[O:19])[N:8]([C:10]2[CH:15]=[CH:14][C:13]([CH3:16])=[CH:12][CH:11]=2)[N:9]=1)([CH3:4])([CH3:3])[CH3:2].CCCC[N+](CCCC)(CCCC)CCCC.[F-]. (2) Given the product [C:1]([O:5][C:6]([N:8]1[CH2:13][CH2:12][N:11]([C:14]2[C:19]([C:28]3[CH:29]=[CH:30][C:25]([O:24][CH:21]([CH3:23])[CH3:22])=[CH:26][CH:27]=3)=[N:18][CH:17]=[CH:16][N:15]=2)[CH2:10][CH2:9]1)=[O:7])([CH3:4])([CH3:3])[CH3:2], predict the reactants needed to synthesize it. The reactants are: [C:1]([O:5][C:6]([N:8]1[CH2:13][CH2:12][N:11]([C:14]2[C:19](Cl)=[N:18][CH:17]=[CH:16][N:15]=2)[CH2:10][CH2:9]1)=[O:7])([CH3:4])([CH3:3])[CH3:2].[CH:21]([O:24][C:25]1[CH:30]=[CH:29][C:28](B(O)O)=[CH:27][CH:26]=1)([CH3:23])[CH3:22].C1(P(C2C=CC=CC=2)C2C=CC=CC=2)C=CC=CC=1.C(=O)([O-])[O-].[Na+].[Na+]. (3) Given the product [Cl:36][C:33]1[CH:32]=[CH:31][C:30]([C:27]2[CH:28]=[CH:29][C:24](/[C:22](/[CH3:23])=[CH:21]/[CH2:20][OH:19])=[CH:25][CH:26]=2)=[CH:35][CH:34]=1, predict the reactants needed to synthesize it. The reactants are: CC(C[AlH]CC(C)C)C.C1(C)C=CC=CC=1.C([O:19][C:20](=O)/[CH:21]=[C:22](/[C:24]1[CH:29]=[CH:28][C:27]([C:30]2[CH:35]=[CH:34][C:33]([Cl:36])=[CH:32][CH:31]=2)=[CH:26][CH:25]=1)\[CH3:23])C.Cl. (4) Given the product [Cl:20][C:21]1[CH:29]=[C:28]2[C:24]([CH:25]=[N:26][NH:27]2)=[CH:23][C:22]=1[NH:30][C:2]1[C:3]2[C:10]3[CH2:11][CH2:12][C:13]([O:18][CH3:19])([CH2:15][O:16][CH3:17])[CH2:14][C:9]=3[S:8][C:4]=2[N:5]=[CH:6][N:7]=1, predict the reactants needed to synthesize it. The reactants are: Cl[C:2]1[C:3]2[C:10]3[CH2:11][CH2:12][C:13]([O:18][CH3:19])([CH2:15][O:16][CH3:17])[CH2:14][C:9]=3[S:8][C:4]=2[N:5]=[CH:6][N:7]=1.[Cl:20][C:21]1[CH:29]=[C:28]2[C:24]([CH:25]=[N:26][NH:27]2)=[CH:23][C:22]=1[NH2:30]. (5) The reactants are: F[C:2]1[N:7]=[CH:6][C:5]([C:8]2[CH:12]=[CH:11][S:10][CH:9]=2)=[CH:4][N:3]=1.[CH3:13][O:14][C:15]1[CH:21]=[CH:20][C:18]([NH2:19])=[CH:17][CH:16]=1.C(N(C(C)C)CC)(C)C. Given the product [CH3:13][O:14][C:15]1[CH:21]=[CH:20][C:18]([NH:19][C:2]2[N:7]=[CH:6][C:5]([C:8]3[CH:12]=[CH:11][S:10][CH:9]=3)=[CH:4][N:3]=2)=[CH:17][CH:16]=1, predict the reactants needed to synthesize it. (6) Given the product [NH2:21][C:22]1[C:27]([C:28]#[N:29])=[C:26]([C:30]2[CH:31]=[CH:32][C:33]([O:36][CH2:37][C@H:38]3[CH2:42][O:41][C:40]([CH3:44])([CH3:43])[O:39]3)=[CH:34][CH:35]=2)[C:25]([C:45]#[N:46])=[C:24]([O:20][CH2:19][C:17]2[N:18]=[C:14]([C:11]3[CH:10]=[CH:9][C:8]([Cl:7])=[CH:13][CH:12]=3)[O:15][CH:16]=2)[N:23]=1, predict the reactants needed to synthesize it. The reactants are: CC(C)([O-])C.[K+].[Cl:7][C:8]1[CH:13]=[CH:12][C:11]([C:14]2[O:15][CH:16]=[C:17]([CH2:19][OH:20])[N:18]=2)=[CH:10][CH:9]=1.[NH2:21][C:22]1[C:27]([C:28]#[N:29])=[C:26]([C:30]2[CH:35]=[CH:34][C:33]([O:36][CH2:37][C@H:38]3[CH2:42][O:41][C:40]([CH3:44])([CH3:43])[O:39]3)=[CH:32][CH:31]=2)[C:25]([C:45]#[N:46])=[C:24](SC2C=CC=CC=2)[N:23]=1.O. (7) Given the product [CH2:27]([O:26][C:5]1[C:4]2[C:9](=[CH:10][CH:11]=[C:2]([C:31]3[CH:36]=[CH:35][CH:34]=[CH:33][CH:32]=3)[CH:3]=2)[C:8](=[O:12])[N:7]([CH2:13][CH:14]([CH3:16])[CH3:15])[C:6]=1[CH2:17][NH:18][C:19](=[O:25])[O:20][C:21]([CH3:23])([CH3:22])[CH3:24])[CH2:28][CH2:29][CH3:30], predict the reactants needed to synthesize it. The reactants are: Br[C:2]1[CH:3]=[C:4]2[C:9](=[CH:10][CH:11]=1)[C:8](=[O:12])[N:7]([CH2:13][CH:14]([CH3:16])[CH3:15])[C:6]([CH2:17][NH:18][C:19](=[O:25])[O:20][C:21]([CH3:24])([CH3:23])[CH3:22])=[C:5]2[O:26][CH2:27][CH2:28][CH2:29][CH3:30].[C:31]1(OB(O)O)[CH:36]=[CH:35][CH:34]=[CH:33][CH:32]=1.C(=O)([O-])[O-].[Na+].[Na+].C1(C)C=CC=CC=1.